The task is: Predict the product of the given reaction.. This data is from Forward reaction prediction with 1.9M reactions from USPTO patents (1976-2016). (1) Given the reactants Br[C:2]1[C:10]2[C:5](=[C:6]([F:11])[N:7]=[CH:8][CH:9]=2)[S:4][CH:3]=1.[B:12]1([B:12]2[O:16][C:15]([CH3:18])([CH3:17])[C:14]([CH3:20])([CH3:19])[O:13]2)[O:16][C:15]([CH3:18])([CH3:17])[C:14]([CH3:20])([CH3:19])[O:13]1.C([O-])(=O)C.[K+], predict the reaction product. The product is: [F:11][C:6]1[N:7]=[CH:8][CH:9]=[C:10]2[C:2]([B:12]3[O:16][C:15]([CH3:18])([CH3:17])[C:14]([CH3:20])([CH3:19])[O:13]3)=[CH:3][S:4][C:5]=12. (2) The product is: [S:31]([C:28]1[CH:29]=[CH:30][C:25]([CH2:24][N:2]2[N:3]=[C:4]([C:6]([NH:8][CH2:9][CH:10]3[CH2:15][CH2:14][N:13]([C:16]([O:18][C:19]([CH3:22])([CH3:21])[CH3:20])=[O:17])[CH2:12][CH2:11]3)=[O:7])[CH:5]=[N:1]2)=[CH:26][CH:27]=1)(=[O:32])(=[O:33])[NH2:34]. Given the reactants [NH:1]1[CH:5]=[C:4]([C:6]([NH:8][CH2:9][CH:10]2[CH2:15][CH2:14][N:13]([C:16]([O:18][C:19]([CH3:22])([CH3:21])[CH3:20])=[O:17])[CH2:12][CH2:11]2)=[O:7])[N:3]=[N:2]1.Br[CH2:24][C:25]1[CH:30]=[CH:29][C:28]([S:31]([NH2:34])(=[O:33])=[O:32])=[CH:27][CH:26]=1.C(=O)([O-])[O-].[K+].[K+], predict the reaction product. (3) Given the reactants [C:1]([C:7]1[C:8]([OH:26])=[C:9]([CH3:25])[C:10]2[C:15]([CH:16]=1)=[C:14]([CH3:17])[C:13]([OH:18])=[C:12]([C:19]#[C:20][CH2:21][CH2:22][CH2:23][CH3:24])[CH:11]=2)#[C:2][CH2:3][CH2:4][CH2:5][CH3:6].N1C=CC=CC=1.[F:33][C:34]([F:47])([F:46])[S:35](O[S:35]([C:34]([F:47])([F:46])[F:33])(=[O:37])=[O:36])(=[O:37])=[O:36].Cl, predict the reaction product. The product is: [F:33][C:34]([F:47])([F:46])[S:35]([O:26][C:8]1[C:7]([C:1]#[C:2][CH2:3][CH2:4][CH2:5][CH3:6])=[CH:16][C:15]2[C:10](=[CH:11][C:12]([C:19]#[C:20][CH2:21][CH2:22][CH2:23][CH3:24])=[C:13]([O:18][S:35]([C:34]([F:33])([F:46])[F:47])(=[O:36])=[O:37])[C:14]=2[CH3:17])[C:9]=1[CH3:25])(=[O:37])=[O:36]. (4) Given the reactants Cl[C:2]1[CH:7]=[C:6]([C:8]2[CH2:12][CH2:11][CH:10]([OH:13])[CH:9]=2)[N:5]=[C:4]2[CH2:14][CH2:15][CH2:16][C:3]=12.[CH2:17]([O:19][C:20](=[O:29])[CH2:21][C:22]1[CH:27]=[CH:26][C:25]([NH2:28])=[CH:24][CH:23]=1)[CH3:18].C1C=CC(P(C2C(C3C(P(C4C=CC=CC=4)C4C=CC=CC=4)=CC=C4C=3C=CC=C4)=C3C(C=CC=C3)=CC=2)C2C=CC=CC=2)=CC=1.C(=O)([O-])[O-].[Cs+].[Cs+], predict the reaction product. The product is: [NH4+:5].[OH-:13].[OH:13][CH:10]1[CH2:11][CH2:12][C:8]([C:6]2[N:5]=[C:4]3[CH2:14][CH2:15][CH2:16][C:3]3=[C:2]([NH:28][C:25]3[CH:24]=[CH:23][C:22]([CH2:21][C:20]([O:19][CH2:17][CH3:18])=[O:29])=[CH:27][CH:26]=3)[CH:7]=2)=[CH:9]1. (5) The product is: [OH:6][C:7]1[CH:28]=[CH:27][C:10]2[CH2:11][C@@H:12]([CH2:22][C:23]([O:25][CH3:26])=[O:24])[C:13](=[O:21])[N:14]([CH3:16])[CH2:15][C:9]=2[CH:8]=1. Given the reactants B(Br)(Br)Br.C[O:6][C:7]1[CH:28]=[CH:27][C:10]2[CH2:11][C@@H:12]([CH2:22][C:23]([O:25][CH3:26])=[O:24])[C:13](=[O:21])[N:14]([CH2:16]C(F)(F)F)[CH2:15][C:9]=2[CH:8]=1, predict the reaction product. (6) Given the reactants C(OO)(C)(C)C.[CH3:7][S:8]([O:11][C:12]1[CH:17]=[CH:16][CH:15]=[C:14]([C:18]2([C:26]3[CH:31]=[CH:30][CH:29]=[C:28]([Br:32])[CH:27]=3)[C:22](=[O:23])[N:21]([CH3:24])[C:20](=S)[NH:19]2)[CH:13]=1)(=[O:10])=[O:9].[NH3:33], predict the reaction product. The product is: [CH3:7][S:8]([O:11][C:12]1[CH:17]=[CH:16][CH:15]=[C:14]([C:18]2([C:26]3[CH:31]=[CH:30][CH:29]=[C:28]([Br:32])[CH:27]=3)[C:22](=[O:23])[N:21]([CH3:24])[C:20]([NH2:33])=[N:19]2)[CH:13]=1)(=[O:10])=[O:9]. (7) Given the reactants Cl[C:2]1[C:3]2[C:10]([I:11])=[CH:9][N:8]([C@@H:12]3[O:34][C@H:33]([CH2:35][O:36]C(=O)C4C=CC=CC=4)[C@@H:23]([O:24]C(=O)C4C=CC=CC=4)[C@H:13]3[O:14]C(=O)C3C=CC=CC=3)[C:4]=2[N:5]=[CH:6][N:7]=1.[CH3:45][NH2:46], predict the reaction product. The product is: [I:11][C:10]1[C:3]2[C:2]([NH:46][CH3:45])=[N:7][CH:6]=[N:5][C:4]=2[N:8]([C@@H:12]2[O:34][C@H:33]([CH2:35][OH:36])[C@@H:23]([OH:24])[C@H:13]2[OH:14])[CH:9]=1. (8) Given the reactants [CH3:1][C:2]1[O:3][C:4]2[C:10]([C:11](O)=[O:12])=[CH:9][CH:8]=[C:7](/[CH:14]=[CH:15]/[C:16](=[O:33])[NH:17][CH:18]([C:23]3[CH:28]=[CH:27][CH:26]=[C:25]([C:29]([F:32])([F:31])[F:30])[CH:24]=3)[C:19]([F:22])([F:21])[F:20])[C:5]=2[CH:6]=1.C1(C)C(S(O)(=O)=O)=CC=CC=1.[F:45][C@H:46]1[CH2:48][C@H:47]1[NH2:49].CN(C(ON1N=NC2C=CC=NC1=2)=[N+](C)C)C.F[P-](F)(F)(F)(F)F.CCN(C(C)C)C(C)C, predict the reaction product. The product is: [F:45][CH:46]1[CH2:48][CH:47]1[NH:49][C:11]([C:10]1[C:4]2[O:3][C:2]([CH3:1])=[CH:6][C:5]=2[C:7](/[CH:14]=[CH:15]/[C:16](=[O:33])[NH:17][CH:18]([C:23]2[CH:28]=[CH:27][CH:26]=[C:25]([C:29]([F:30])([F:31])[F:32])[CH:24]=2)[C:19]([F:22])([F:20])[F:21])=[CH:8][CH:9]=1)=[O:12].